From a dataset of Forward reaction prediction with 1.9M reactions from USPTO patents (1976-2016). Predict the product of the given reaction. (1) Given the reactants [Br:1][C:2]1[N:7]=[C:6]([C:8]([OH:10])=O)[CH:5]=[CH:4][CH:3]=1.[CH3:11][O:12][C:13]1[CH:20]=[CH:19][C:18]([O:21][CH3:22])=[CH:17][C:14]=1[CH2:15][NH2:16].CN(C(ON1N=NC2C=CC=CC1=2)=[N+](C)C)C.[B-](F)(F)(F)F.C(N(CC)C(C)C)(C)C.C([O-])(O)=O.[Na+], predict the reaction product. The product is: [CH3:11][O:12][C:13]1[CH:20]=[CH:19][C:18]([O:21][CH3:22])=[CH:17][C:14]=1[CH2:15][NH:16][C:8]([C:6]1[CH:5]=[CH:4][CH:3]=[C:2]([Br:1])[N:7]=1)=[O:10]. (2) Given the reactants [C:1]1(=[O:12])[CH2:11][CH2:10][CH2:9][CH2:8][CH2:7][CH2:6][CH2:5][CH2:4][CH2:3][CH2:2]1.[NH2:13]OS(O)(=O)=O.[OH-].[Na+], predict the reaction product. The product is: [NH:13]1[CH2:11][CH2:10][CH2:9][CH2:8][CH2:7][CH2:6][CH2:5][CH2:4][CH2:3][CH2:2][C:1]1=[O:12]. (3) Given the reactants Cl.[F:2][C@@:3]12[C@:16]3([CH3:17])[C:11](=[CH:12][C:13](=[O:18])[CH:14]=[CH:15]3)[C@@H:10]([F:19])[CH2:9][C@H:8]1[C@@H:7]1[CH2:20][C@@H:21]3[C@:25]([C:26](=[O:30])[CH2:27][S:28][CH3:29])([C@@:6]1([CH3:31])[CH2:5][C@@H:4]2[OH:32])[CH2:24][NH:23][CH2:22]3.[Cl:33][C:34]1[CH:35]=[C:36]([CH:39]=[CH:40][CH:41]=1)[CH2:37]Br, predict the reaction product. The product is: [Cl:33][C:34]1[CH:35]=[C:36]([CH:39]=[CH:40][CH:41]=1)[CH2:37][N:23]1[CH2:24][C@:25]2([C:26](=[O:30])[CH2:27][S:28][CH3:29])[C@@H:21]([CH2:20][C@H:7]3[C@H:8]4[C@@:3]([F:2])([C@:16]5([CH3:17])[C:11]([C@@H:10]([F:19])[CH2:9]4)=[CH:12][C:13](=[O:18])[CH:14]=[CH:15]5)[C@@H:4]([OH:32])[CH2:5][C@@:6]32[CH3:31])[CH2:22]1.